This data is from NCI-60 drug combinations with 297,098 pairs across 59 cell lines. The task is: Regression. Given two drug SMILES strings and cell line genomic features, predict the synergy score measuring deviation from expected non-interaction effect. (1) Drug 1: C1CN1P(=S)(N2CC2)N3CC3. Drug 2: CC(C)NC(=O)C1=CC=C(C=C1)CNNC.Cl. Cell line: TK-10. Synergy scores: CSS=-1.49, Synergy_ZIP=-0.425, Synergy_Bliss=-0.357, Synergy_Loewe=-7.98, Synergy_HSA=-3.91. (2) Drug 1: CCCS(=O)(=O)NC1=C(C(=C(C=C1)F)C(=O)C2=CNC3=C2C=C(C=N3)C4=CC=C(C=C4)Cl)F. Drug 2: C1CC(=O)NC(=O)C1N2CC3=C(C2=O)C=CC=C3N. Cell line: LOX IMVI. Synergy scores: CSS=40.2, Synergy_ZIP=2.86, Synergy_Bliss=2.07, Synergy_Loewe=-1.67, Synergy_HSA=5.50.